From a dataset of Forward reaction prediction with 1.9M reactions from USPTO patents (1976-2016). Predict the product of the given reaction. (1) Given the reactants Cl.Cl.Cl.[O:4]1[C:8]2=[C:9]([N:13]3[CH2:18][CH2:17][N:16]([CH2:19][CH2:20][C@H:21]4[CH2:26][CH2:25][C@H:24]([NH2:27])[CH2:23][CH2:22]4)[CH2:15][CH2:14]3)[N:10]=[CH:11][CH:12]=[C:7]2[CH2:6][CH2:5]1.[OH:28][CH2:29][C:30](O)=[O:31], predict the reaction product. The product is: [O:4]1[C:8]2=[C:9]([N:13]3[CH2:18][CH2:17][N:16]([CH2:19][CH2:20][C@H:21]4[CH2:26][CH2:25][C@H:24]([NH:27][C:29](=[O:28])[CH2:30][OH:31])[CH2:23][CH2:22]4)[CH2:15][CH2:14]3)[N:10]=[CH:11][CH:12]=[C:7]2[CH2:6][CH2:5]1. (2) Given the reactants [Br:1][C:2]1[CH:3]=[N:4][C:5](I)=[N:6][CH:7]=1.C([Li])CCC.[O:14]=[C:15]1[CH2:18][N:17]([C:19]([O:21][C:22]([CH3:25])([CH3:24])[CH3:23])=[O:20])[CH2:16]1, predict the reaction product. The product is: [Br:1][C:2]1[CH:3]=[N:4][C:5]([C:15]2([OH:14])[CH2:16][N:17]([C:19]([O:21][C:22]([CH3:24])([CH3:23])[CH3:25])=[O:20])[CH2:18]2)=[N:6][CH:7]=1. (3) Given the reactants Br[C:2]1[N:6]=[CH:5][N:4]([C:7]2[CH:12]=[CH:11][C:10]([NH:13][C:14]3[N:19]=[C:18]([C:20]4[CH:25]=[C:24]([N:26]5[CH2:31][CH2:30][O:29][CH2:28][CH2:27]5)[CH:23]=[C:22]([F:32])[CH:21]=4)[CH:17]=[CH:16][N:15]=3)=[CH:9][CH:8]=2)[N:3]=1.Br[C:34]1[C:39]([O:40][CH3:41])=[CH:38][CH:37]=[CH:36][N:35]=1, predict the reaction product. The product is: [F:32][C:22]1[CH:21]=[C:20]([C:18]2[CH:17]=[CH:16][N:15]=[C:14]([NH:13][C:10]3[CH:11]=[CH:12][C:7]([N:4]4[CH:5]=[N:6][C:2]([C:34]5[C:39]([O:40][CH3:41])=[CH:38][CH:37]=[CH:36][N:35]=5)=[N:3]4)=[CH:8][CH:9]=3)[N:19]=2)[CH:25]=[C:24]([N:26]2[CH2:31][CH2:30][O:29][CH2:28][CH2:27]2)[CH:23]=1. (4) Given the reactants [Br-].[CH2:2]([O:4][C:5]([C:7]1[N:14]2[C:10]([S:11][CH:12]=[CH:13]2)=[N:9][C:8]=1[CH2:15][P+](C1C=CC=CC=1)(C1C=CC=CC=1)C1C=CC=CC=1)=[O:6])[CH3:3].[H-].[Na+].[CH:37]1([CH2:40][O:41][C:42]2[C:49]([O:50][CH3:51])=[CH:48][CH:47]=[CH:46][C:43]=2[CH:44]=O)[CH2:39][CH2:38]1, predict the reaction product. The product is: [CH:37]1([CH2:40][O:41][C:42]2[C:49]([O:50][CH3:51])=[CH:48][CH:47]=[CH:46][C:43]=2/[CH:44]=[CH:15]/[C:8]2[N:9]=[C:10]3[N:14]([C:7]=2[C:5]([O:4][CH2:2][CH3:3])=[O:6])[CH:13]=[CH:12][S:11]3)[CH2:38][CH2:39]1. (5) Given the reactants [H-].[Na+].C[C:4](P(OC)(O)=O)([C:6]([O-:8])=[O:7])[CH3:5].[CH3:14][N:15]1[CH2:20][CH2:19]C(=O)[CH2:17][CH2:16]1.O.[CH2:23]1COCC1, predict the reaction product. The product is: [CH3:23][O:8][C:6](=[O:7])[CH:4]=[C:5]1[CH2:19][CH2:20][N:15]([CH3:14])[CH2:16][CH2:17]1. (6) Given the reactants [CH2:1]([O:8][C:9]1[CH:10]=[CH:11][C:12]([N:15]2[CH2:20][CH2:19][NH:18][CH2:17][CH2:16]2)=[N:13][CH:14]=1)[C:2]1[CH:7]=[CH:6][CH:5]=[CH:4][CH:3]=1.Cl[CH2:22][C:23]1[NH:27][C:26]2[CH:28]=[CH:29][CH:30]=[CH:31][C:25]=2[N:24]=1.C(#N)C.[NH4+].[OH-], predict the reaction product. The product is: [CH2:1]([O:8][C:9]1[CH:10]=[CH:11][C:12]([N:15]2[CH2:20][CH2:19][N:18]([CH2:22][C:23]3[NH:27][C:26]4[CH:28]=[CH:29][CH:30]=[CH:31][C:25]=4[N:24]=3)[CH2:17][CH2:16]2)=[N:13][CH:14]=1)[C:2]1[CH:3]=[CH:4][CH:5]=[CH:6][CH:7]=1. (7) Given the reactants [N+:1]([C:4]1[CH:13]=[CH:12][CH:11]=[C:10]2[C:5]=1[CH:6]=[CH:7][C:8](Cl)=[N:9]2)([O-])=O.[CH3:15][C:16]1[O:20][C:19]([CH2:21][NH2:22])=[CH:18][CH:17]=1.[CH:23]([C:25]1[CH:26]=[C:27]([S:31]([NH2:34])(=[O:33])=[O:32])[CH:28]=[CH:29][CH:30]=1)=O, predict the reaction product. The product is: [CH3:15][C:16]1[O:20][C:19]([CH2:21][NH:22][C:8]2[CH:7]=[CH:6][C:5]3[C:10](=[CH:11][CH:12]=[CH:13][C:4]=3[NH:1][CH2:23][C:25]3[CH:26]=[C:27]([S:31]([NH2:34])(=[O:33])=[O:32])[CH:28]=[CH:29][CH:30]=3)[N:9]=2)=[CH:18][CH:17]=1. (8) Given the reactants Cl.Cl.Cl.[NH:4]1[CH2:9][CH2:8][CH:7]([N:10]2[CH2:13][C:12]([CH2:36][C:37]#[N:38])([N:14]3[CH:18]=[C:17]([C:19]4[C:20]5[CH:27]=[CH:26][N:25]([CH2:28][O:29][CH2:30][CH2:31][Si:32]([CH3:35])([CH3:34])[CH3:33])[C:21]=5[N:22]=[CH:23][N:24]=4)[CH:16]=[N:15]3)[CH2:11]2)[CH2:6][CH2:5]1.F[P-](F)(F)(F)(F)F.N1(O[P+](N(C)C)(N(C)C)N(C)C)C2C=CC=CC=2N=N1.C(N(CC)C(C)C)(C)C.[OH:75][B:76]([OH:87])[C:77]1[CH:85]=[CH:84][C:80]([C:81](O)=[O:82])=[CH:79][C:78]=1[F:86], predict the reaction product. The product is: [C:37]([CH2:36][C:12]1([N:14]2[CH:18]=[C:17]([C:19]3[C:20]4[CH:27]=[CH:26][N:25]([CH2:28][O:29][CH2:30][CH2:31][Si:32]([CH3:34])([CH3:33])[CH3:35])[C:21]=4[N:22]=[CH:23][N:24]=3)[CH:16]=[N:15]2)[CH2:11][N:10]([CH:7]2[CH2:8][CH2:9][N:4]([C:81]([C:80]3[CH:84]=[CH:85][C:77]([B:76]([OH:87])[OH:75])=[C:78]([F:86])[CH:79]=3)=[O:82])[CH2:5][CH2:6]2)[CH2:13]1)#[N:38]. (9) Given the reactants [CH3:1][O:2][CH2:3][CH2:4][O:5][C:6]1[CH:7]=[C:8]2[C:12](=[C:13]([N:15]([CH3:24])[S:16]([C:19]3[S:20][CH:21]=[CH:22][CH:23]=3)(=[O:18])=[O:17])[CH:14]=1)[NH:11][C:10]([C:25](O)=[O:26])=[CH:9]2.Cl.C[N:30](C)CCCN=C=NCC.CN(C)C=O, predict the reaction product. The product is: [CH3:1][O:2][CH2:3][CH2:4][O:5][C:6]1[CH:7]=[C:8]2[C:12](=[C:13]([N:15]([CH3:24])[S:16]([C:19]3[S:20][CH:21]=[CH:22][CH:23]=3)(=[O:17])=[O:18])[CH:14]=1)[NH:11][C:10]([C:25]([NH2:30])=[O:26])=[CH:9]2.